From a dataset of Full USPTO retrosynthesis dataset with 1.9M reactions from patents (1976-2016). Predict the reactants needed to synthesize the given product. (1) Given the product [CH:17]12[CH2:23][CH:20]([N:21]([C:14]([C:6]3[C:7]4[C:12](=[CH:11][CH:10]=[CH:9][C:8]=4[CH3:13])[C:3]([O:2][CH3:1])=[CH:4][CH:5]=3)=[O:16])[CH2:22]1)[CH2:19][O:18]2, predict the reactants needed to synthesize it. The reactants are: [CH3:1][O:2][C:3]1[C:12]2[C:7](=[C:8]([CH3:13])[CH:9]=[CH:10][CH:11]=2)[C:6]([C:14]([OH:16])=O)=[CH:5][CH:4]=1.[CH:17]12[CH2:23][CH:20]([NH:21][CH2:22]1)[CH2:19][O:18]2. (2) Given the product [C:36]([N:1]1[CH2:6][CH2:5][CH:4]([S:7][C:8]2[N:13]=[C:12]([NH:14][C:15]3[S:16][C:17]([C:20]#[N:21])=[CH:18][N:19]=3)[CH:11]=[C:10]([N:22]3[CH2:23][CH2:24][N:25]([CH3:28])[CH2:26][CH2:27]3)[N:9]=2)[CH2:3][CH2:2]1)(=[O:39])[CH2:37][CH3:38], predict the reactants needed to synthesize it. The reactants are: [NH:1]1[CH2:6][CH2:5][CH:4]([S:7][C:8]2[N:13]=[C:12]([NH:14][C:15]3[S:16][C:17]([C:20]#[N:21])=[CH:18][N:19]=3)[CH:11]=[C:10]([N:22]3[CH2:27][CH2:26][N:25]([CH3:28])[CH2:24][CH2:23]3)[N:9]=2)[CH2:3][CH2:2]1.C(N(CC)CC)C.[C:36](Cl)(=[O:39])[CH2:37][CH3:38]. (3) Given the product [C:14]([C:11]1[CH:12]=[CH:13][C:8]([C:5]2([N:4]([CH2:20][CH2:21][CH3:22])[CH2:1][CH2:2][CH3:3])[CH2:6][CH2:7]2)=[CH:9][CH:10]=1)#[CH:15], predict the reactants needed to synthesize it. The reactants are: [CH2:1]([N:4]([CH2:20][CH2:21][CH3:22])[C:5]1([C:8]2[CH:13]=[CH:12][C:11]([C:14]#[C:15][Si](C)(C)C)=[CH:10][CH:9]=2)[CH2:7][CH2:6]1)[CH2:2][CH3:3].C(=O)([O-])[O-].[K+].[K+].